From a dataset of Forward reaction prediction with 1.9M reactions from USPTO patents (1976-2016). Predict the product of the given reaction. (1) Given the reactants [N+]([C:4]1[S:8][C:7]([C:9]#[N:10])=[CH:6][CH:5]=1)([O-])=O.[Br:11][C:12]1[CH:13]=[C:14]([OH:18])[CH:15]=[CH:16][CH:17]=1.C(=O)([O-])[O-].[K+].[K+].C(OCC)(=O)C, predict the reaction product. The product is: [Br:11][C:12]1[CH:13]=[C:14]([CH:15]=[CH:16][CH:17]=1)[O:18][C:4]1[S:8][C:7]([C:9]#[N:10])=[CH:6][CH:5]=1. (2) Given the reactants [F:1][C:2]1[CH:3]=[CH:4][C:5]([OH:17])=[C:6]([C:8](=[O:16])[CH2:9][C:10]2[CH:15]=[CH:14][CH:13]=[CH:12][CH:11]=2)[CH:7]=1.[C:18](O[C:18](=O)[CH2:19][CH2:20][CH3:21])(=O)[CH2:19][CH2:20][CH3:21].Cl, predict the reaction product. The product is: [F:1][C:2]1[CH:7]=[C:6]2[C:5](=[CH:4][CH:3]=1)[O:17][C:18]([CH2:19][CH2:20][CH3:21])=[C:9]([C:10]1[CH:15]=[CH:14][CH:13]=[CH:12][CH:11]=1)[C:8]2=[O:16].